This data is from Merck oncology drug combination screen with 23,052 pairs across 39 cell lines. The task is: Regression. Given two drug SMILES strings and cell line genomic features, predict the synergy score measuring deviation from expected non-interaction effect. (1) Drug 1: CS(=O)(=O)CCNCc1ccc(-c2ccc3ncnc(Nc4ccc(OCc5cccc(F)c5)c(Cl)c4)c3c2)o1. Drug 2: NC(=O)c1cccc2cn(-c3ccc(C4CCCNC4)cc3)nc12. Cell line: OVCAR3. Synergy scores: synergy=24.5. (2) Drug 1: COc1cc(C2c3cc4c(cc3C(OC3OC5COC(C)OC5C(O)C3O)C3COC(=O)C23)OCO4)cc(OC)c1O. Drug 2: Cc1nc(Nc2ncc(C(=O)Nc3c(C)cccc3Cl)s2)cc(N2CCN(CCO)CC2)n1. Cell line: NCIH460. Synergy scores: synergy=40.1. (3) Drug 1: CCC1(O)C(=O)OCc2c1cc1n(c2=O)Cc2cc3c(CN(C)C)c(O)ccc3nc2-1. Drug 2: CNC(=O)c1cc(Oc2ccc(NC(=O)Nc3ccc(Cl)c(C(F)(F)F)c3)cc2)ccn1. Cell line: NCIH1650. Synergy scores: synergy=-0.101. (4) Drug 1: O=P1(N(CCCl)CCCl)NCCCO1. Drug 2: Cn1nnc2c(C(N)=O)ncn2c1=O. Cell line: A2058. Synergy scores: synergy=18.1. (5) Drug 1: CN1C(=O)C=CC2(C)C3CCC4(C)C(NC(=O)OCC(F)(F)F)CCC4C3CCC12. Drug 2: CCc1c2c(nc3ccc(O)cc13)-c1cc3c(c(=O)n1C2)COC(=O)C3(O)CC. Cell line: A2058. Synergy scores: synergy=13.1. (6) Drug 1: O=C(O)C1(Cc2cccc(Nc3nccs3)n2)CCC(Oc2cccc(Cl)c2F)CC1. Drug 2: COC1=C2CC(C)CC(OC)C(O)C(C)C=C(C)C(OC(N)=O)C(OC)C=CC=C(C)C(=O)NC(=CC1=O)C2=O. Cell line: RPMI7951. Synergy scores: synergy=-4.17.